This data is from Full USPTO retrosynthesis dataset with 1.9M reactions from patents (1976-2016). The task is: Predict the reactants needed to synthesize the given product. (1) Given the product [C:1]([O:5][C:6]([N:8]1[CH2:13][CH2:12][CH2:11][C:10](=[O:14])[CH2:9]1)=[O:7])([CH3:4])([CH3:2])[CH3:3], predict the reactants needed to synthesize it. The reactants are: [C:1]([O:5][C:6]([N:8]1[CH2:13][CH2:12][CH2:11][CH:10]([OH:14])[CH2:9]1)=[O:7])([CH3:4])([CH3:3])[CH3:2].CS(C)=O.O.C(N(CC)CC)C. (2) Given the product [CH2:1]([NH:4][C:11]([C:9]1[S:10][C:6]([Cl:5])=[CH:7][CH:8]=1)=[O:12])[CH:2]=[CH2:3], predict the reactants needed to synthesize it. The reactants are: [CH2:1]([NH2:4])[CH:2]=[CH2:3].[Cl:5][C:6]1[S:10][C:9]([C:11](Cl)=[O:12])=[CH:8][CH:7]=1. (3) Given the product [CH2:15]([O:17][C:18]([CH:19]1[NH:1][C:2]2[N:3]=[CH:4][CH:5]=[CH:6][C:7]=2[CH2:8][C:9]2[CH:14]=[CH:13][CH:12]=[CH:11][C:10]1=2)=[O:24])[CH3:16], predict the reactants needed to synthesize it. The reactants are: [NH2:1][C:2]1[C:7]([CH2:8][C:9]2[CH:14]=[CH:13][CH:12]=[CH:11][CH:10]=2)=[CH:6][CH:5]=[CH:4][N:3]=1.[CH2:15]([O:17][CH:18]([O:24][CH2:18][CH3:19])[C:19]([O:17][CH2:15][CH3:16])=[O:24])[CH3:16].S(=O)(=O)(O)O.N. (4) Given the product [F:1][C:2]([F:7])([F:6])[C:3]([OH:5])=[O:4].[Cl:34][C:29]1[CH:28]=[C:27]([N:26]2[C:22]([CH:19]3[CH2:18][CH2:17][N:16]([C:14]([C@@H:12]4[CH2:13][C@@:9]([CH3:44])([N:8]5[CH2:56][CH2:55][O:54][CH2:53][CH2:52]5)[CH2:10][C@H:11]4[C:36]4[CH:41]=[CH:40][C:39]([F:42])=[CH:38][C:37]=4[F:43])=[O:15])[CH2:21][CH2:20]3)=[CH:23][C:24]([CH3:35])=[N:25]2)[CH:32]=[CH:31][C:30]=1[F:33], predict the reactants needed to synthesize it. The reactants are: [F:1][C:2]([F:7])([F:6])[C:3]([OH:5])=[O:4].[NH2:8][C@:9]1([CH3:44])[CH2:13][C@@H:12]([C:14]([N:16]2[CH2:21][CH2:20][CH:19]([C:22]3[N:26]([C:27]4[CH:32]=[CH:31][C:30]([F:33])=[C:29]([Cl:34])[CH:28]=4)[N:25]=[C:24]([CH3:35])[CH:23]=3)[CH2:18][CH2:17]2)=[O:15])[C@H:11]([C:36]2[CH:41]=[CH:40][C:39]([F:42])=[CH:38][C:37]=2[F:43])[CH2:10]1.C(=O)([O-])[O-].[Cs+].[Cs+].I[CH2:52][CH2:53][O:54][CH2:55][CH2:56]I. (5) The reactants are: [F:1][CH:2]([F:15])[O:3][C:4]1[N:8]([CH3:9])[N:7]=[C:6]([C:10]([F:13])([F:12])[F:11])[C:5]=1[CH3:14].C(=O)([O-])O.[Na+].[Cl:21]Cl. Given the product [Cl:21][CH2:14][C:5]1[C:6]([C:10]([F:13])([F:12])[F:11])=[N:7][N:8]([CH3:9])[C:4]=1[O:3][CH:2]([F:1])[F:15], predict the reactants needed to synthesize it. (6) The reactants are: [CH2:1]([N:8]1[CH:13]2[CH2:14][CH2:15][CH:9]1[CH2:10][CH:11]([N:16]1[C:20]3[CH:21]=[C:22]([F:28])[C:23]([C:25]([OH:27])=O)=[CH:24][C:19]=3[NH:18][C:17]1=[O:29])[CH2:12]2)[C:2]1[CH:7]=[CH:6][CH:5]=[CH:4][CH:3]=1.[CH3:30][N:31](C(ON1N=NC2C=CC=CC1=2)=[N+](C)C)C.F[P-](F)(F)(F)(F)F.CN. Given the product [CH3:30][NH:31][C:25]([C:23]1[C:22]([F:28])=[CH:21][C:20]2[N:16]([CH:11]3[CH2:10][CH:9]4[N:8]([CH2:1][C:2]5[CH:3]=[CH:4][CH:5]=[CH:6][CH:7]=5)[CH:13]([CH2:14][CH2:15]4)[CH2:12]3)[C:17](=[O:29])[NH:18][C:19]=2[CH:24]=1)=[O:27], predict the reactants needed to synthesize it.